Dataset: Full USPTO retrosynthesis dataset with 1.9M reactions from patents (1976-2016). Task: Predict the reactants needed to synthesize the given product. (1) The reactants are: C(N=C=NC(C)C)(C)C.[CH3:10][O:11][C:12]1[CH:28]=[CH:27][C:15]([CH2:16][O:17][C:18]2[C:19]([C:24]([OH:26])=[O:25])=[N:20][CH:21]=[CH:22][CH:23]=2)=[CH:14][CH:13]=1.[F:29][C:30]1[C:35](O)=[C:34]([F:37])[C:33]([F:38])=[C:32]([F:39])[C:31]=1[F:40]. Given the product [CH3:10][O:11][C:12]1[CH:13]=[CH:14][C:15]([CH2:16][O:17][C:18]2[C:19]([C:24]([O:26][C:35]3[C:34]([F:37])=[C:33]([F:38])[C:32]([F:39])=[C:31]([F:40])[C:30]=3[F:29])=[O:25])=[N:20][CH:21]=[CH:22][CH:23]=2)=[CH:27][CH:28]=1, predict the reactants needed to synthesize it. (2) Given the product [O:9]1[CH2:10][CH:11]=[C:12]([C:2]2[CH:3]=[CH:4][C:5]([NH2:8])=[N:6][CH:7]=2)[CH2:13][CH2:14]1, predict the reactants needed to synthesize it. The reactants are: I[C:2]1[CH:3]=[CH:4][C:5]([NH2:8])=[N:6][CH:7]=1.[O:9]1[CH2:14][CH:13]=[C:12](B2OC(C)(C)C(C)(C)O2)[CH2:11][CH2:10]1.C(=O)([O-])[O-].[Na+].[Na+].